From a dataset of Forward reaction prediction with 1.9M reactions from USPTO patents (1976-2016). Predict the product of the given reaction. (1) The product is: [F:23][C:12]([F:11])([F:22])[C:13]1[C:21]2[CH2:20][CH2:19][CH2:18][CH2:17][C:16]=2[N:15]([C:7]2[CH:8]=[CH:9][C:4]([C:2](=[O:3])[CH3:1])=[CH:5][CH:6]=2)[N:14]=1. Given the reactants [CH3:1][C:2]([C:4]1[CH:9]=[CH:8][C:7](I)=[CH:6][CH:5]=1)=[O:3].[F:11][C:12]([F:23])([F:22])[C:13]1[C:21]2[CH2:20][CH2:19][CH2:18][CH2:17][C:16]=2[NH:15][N:14]=1, predict the reaction product. (2) Given the reactants [S:1]1[CH:5]=[C:4]([CH2:6][N:7]2[C:15]3[C:10](=[CH:11][C:12]([NH:16][C:17]4[C:26]5[C:21](=[CH:22][CH:23]=[CH:24][C:25]=5[O:27][C@H:28]([CH3:33])[C:29](OC)=[O:30])[N:20]=[CH:19][N:18]=4)=[CH:13][CH:14]=3)[CH:9]=[N:8]2)[N:3]=[CH:2]1.[CH2:34]([CH2:36][NH2:37])[OH:35], predict the reaction product. The product is: [OH:35][CH2:34][CH2:36][NH:37][C:29](=[O:30])[C@H:28]([O:27][C:25]1[CH:24]=[CH:23][CH:22]=[C:21]2[C:26]=1[C:17]([NH:16][C:12]1[CH:11]=[C:10]3[C:15](=[CH:14][CH:13]=1)[N:7]([CH2:6][C:4]1[N:3]=[CH:2][S:1][CH:5]=1)[N:8]=[CH:9]3)=[N:18][CH:19]=[N:20]2)[CH3:33]. (3) Given the reactants C[O:2][C:3](=[O:25])[C:4]1[C:5](=[C:10]([NH:14][CH2:15][C:16]2[O:17][C:18]3[CH:24]=[CH:23][CH:22]=[CH:21][C:19]=3[CH:20]=2)[CH:11]=[CH:12][CH:13]=1)[C:6]([O:8]C)=[O:7].COCCNC1C=CC=C(C(O)=O)C=1C(O)=O, predict the reaction product. The product is: [O:17]1[C:18]2[CH:24]=[CH:23][CH:22]=[CH:21][C:19]=2[CH:20]=[C:16]1[CH2:15][NH:14][C:10]1[CH:11]=[CH:12][CH:13]=[C:4]([C:3]([OH:25])=[O:2])[C:5]=1[C:6]([OH:8])=[O:7]. (4) Given the reactants [F:1][C:2]([F:24])([F:23])[C:3]([C:9]1[CH:14]=[CH:13][C:12]([C:15]2[CH:20]=[CH:19][C:18]([CH:21]=O)=[CH:17][CH:16]=2)=[CH:11][CH:10]=1)([OH:8])[C:4]([F:7])([F:6])[F:5].[O:25]1[C:29]2[CH:30]=[CH:31][C:32]([CH2:34][N:35]3[CH2:40][CH2:39][NH:38][CH2:37][CH2:36]3)=[CH:33][C:28]=2[O:27][CH2:26]1.C(=O)C1C=CN=CC=1, predict the reaction product. The product is: [O:25]1[C:29]2[CH:30]=[CH:31][C:32]([CH2:34][N:35]3[CH2:36][CH2:37][N:38]([CH2:21][C:18]4[CH:17]=[CH:16][C:15]([C:12]5[CH:11]=[CH:10][C:9]([C:3]([OH:8])([C:2]([F:1])([F:23])[F:24])[C:4]([F:5])([F:6])[F:7])=[CH:14][CH:13]=5)=[CH:20][CH:19]=4)[CH2:39][CH2:40]3)=[CH:33][C:28]=2[O:27][CH2:26]1. (5) Given the reactants [CH3:1][N:2]1[CH:6]=[C:5]([C:7]2[S:11][C:10](N)=[N:9][N:8]=2)[CH:4]=[N:3]1.C(O)(=O)C.N([O-])=O.[Na+].[ClH:21], predict the reaction product. The product is: [Cl:21][C:10]1[S:11][C:7]([C:5]2[CH:4]=[N:3][N:2]([CH3:1])[CH:6]=2)=[N:8][N:9]=1. (6) Given the reactants CI.[F:3][C:4]1[CH:9]=[CH:8][CH:7]=[C:6]([N+:10]([O-:12])=[O:11])[C:5]=1[OH:13].[C:14]([O-])([O-])=O.[K+].[K+], predict the reaction product. The product is: [F:3][C:4]1[CH:9]=[CH:8][CH:7]=[C:6]([N+:10]([O-:12])=[O:11])[C:5]=1[O:13][CH3:14]. (7) Given the reactants C[Si]([N-][Si](C)(C)C)(C)C.[Li+].[Cl:11][C:12]1[CH:17]=[CH:16][C:15]([C@H:18]2[C@@H:23]([C:24]3[CH:29]=[CH:28][C:27]([Cl:30])=[CH:26][CH:25]=3)[N:22]([C@H:31]([CH2:37][CH2:38][CH3:39])[C:32]([O:34][CH2:35][CH3:36])=[O:33])[C:21](=[O:40])[CH2:20][O:19]2)=[CH:14][CH:13]=1.Br[CH2:42][C:43]1[CH:48]=[CH:47][C:46]([F:49])=[CH:45][CH:44]=1, predict the reaction product. The product is: [F:49][C:46]1[CH:47]=[CH:48][C:43]([CH2:42][C@H:20]2[C:21](=[O:40])[N:22]([C@H:31]([CH2:37][CH2:38][CH3:39])[C:32]([O:34][CH2:35][CH3:36])=[O:33])[C@H:23]([C:24]3[CH:29]=[CH:28][C:27]([Cl:30])=[CH:26][CH:25]=3)[C@H:18]([C:15]3[CH:16]=[CH:17][C:12]([Cl:11])=[CH:13][CH:14]=3)[O:19]2)=[CH:44][CH:45]=1. (8) Given the reactants [CH:1]([C:3]1[C:12]2[C:7](=[CH:8][CH:9]=[CH:10][CH:11]=2)[C:6]([NH:13][C:14](=[O:20])[O:15][C:16]([CH3:19])([CH3:18])[CH3:17])=[CH:5][CH:4]=1)=[CH2:2].B1C2CCCC1CCC2.[OH-:30].[Na+].OO, predict the reaction product. The product is: [OH:30][CH2:2][CH2:1][C:3]1[C:12]2[C:7](=[CH:8][CH:9]=[CH:10][CH:11]=2)[C:6]([NH:13][C:14](=[O:20])[O:15][C:16]([CH3:19])([CH3:18])[CH3:17])=[CH:5][CH:4]=1.